From a dataset of Catalyst prediction with 721,799 reactions and 888 catalyst types from USPTO. Predict which catalyst facilitates the given reaction. (1) Reactant: C([O:5][C:6]([N:8]1[CH2:12][CH:11]([C:13]2[NH:14][CH:15]=[C:16]([C:18]3[CH:23]=[CH:22][C:21]([Br:24])=[CH:20][CH:19]=3)[N:17]=2)[N:10]([C:25](=[O:35])[CH:26]([NH:30][C:31]([O:33][CH3:34])=[O:32])[CH:27]([CH3:29])[CH3:28])[CH2:9]1)=O)(C)(C)C.Cl.C(N(C(C)C)CC)(C)C.C(Cl)(=O)[C:47]1[CH:52]=[CH:51][CH:50]=[CH:49][CH:48]=1. Product: [CH3:34][O:33][C:31](=[O:32])[NH:30][CH:26]([C:25]([N:10]1[CH:11]([C:13]2[NH:14][CH:15]=[C:16]([C:18]3[CH:23]=[CH:22][C:21]([Br:24])=[CH:20][CH:19]=3)[N:17]=2)[CH2:12][N:8]([C:6](=[O:5])[C:47]2[CH:52]=[CH:51][CH:50]=[CH:49][CH:48]=2)[CH2:9]1)=[O:35])[CH:27]([CH3:29])[CH3:28]. The catalyst class is: 4. (2) Reactant: [CH3:1][N:2]1[CH:7]=[C:6](B2OC(C)(C)C(C)(C)O2)[CH:5]=[C:4]([NH:17][C:18]2[CH:23]=[CH:22][N:21]=[C:20]([CH3:24])[N:19]=2)[C:3]1=[O:25].[C:26]([C:30]1[CH:31]=[C:32]2[C:37](=[C:38]([F:40])[CH:39]=1)[C:36](=[O:41])[N:35]([C:42]1[N:49]=[CH:48][CH:47]=[C:46](Cl)[C:43]=1[CH:44]=[O:45])[N:34]=[CH:33]2)([CH3:29])([CH3:28])[CH3:27].[O-]P([O-])([O-])=O.[K+].[K+].[K+].C([O-])(=O)C.[Na+]. Product: [C:26]([C:30]1[CH:31]=[C:32]2[C:37](=[C:38]([F:40])[CH:39]=1)[C:36](=[O:41])[N:35]([C:42]1[N:49]=[CH:48][CH:47]=[C:46]([C:6]3[CH:5]=[C:4]([NH:17][C:18]4[CH:23]=[CH:22][N:21]=[C:20]([CH3:24])[N:19]=4)[C:3](=[O:25])[N:2]([CH3:1])[CH:7]=3)[C:43]=1[CH:44]=[O:45])[N:34]=[CH:33]2)([CH3:29])([CH3:27])[CH3:28]. The catalyst class is: 379. (3) Reactant: [CH3:1][C:2]1[CH:6]=[C:5]([CH3:7])[NH:4][C:3]=1[CH:8]=[O:9].[C:10]([OH:13])(=O)[CH3:11]. Product: [CH3:1][C:2]1[C:6]([CH2:5][N:4]2[CH2:11][CH2:10][O:13][CH2:2][CH2:3]2)=[C:5]([CH3:7])[NH:4][C:3]=1[CH:8]=[O:9]. The catalyst class is: 20. (4) Reactant: [C:1]([C:4]1[C:22](=[O:23])[C@@:8]2([CH3:24])[C:9]3[C:15]([OH:16])=[CH:14][C:13]([O:17][CH3:18])=[C:12]([C:19]([NH2:21])=[O:20])[C:10]=3[O:11][C:7]2=[CH:6][C:5]=1[OH:25])(=[O:3])[CH3:2].[CH2:26]([O:30][C:31]1[CH:38]=[C:37]([CH3:39])[C:34]([CH:35]=O)=[C:33]([CH3:40])[C:32]=1[CH3:41])[C:27]#[C:28][CH3:29].C([SiH](CC)CC)C.FC(F)(F)C(O)=O. Product: [C:1]([C:4]1[C:22](=[O:23])[C@@:8]2([CH3:24])[C:9]3[C:15]([OH:16])=[CH:14][C:13]([O:17][CH3:18])=[C:12]([C:19]([NH:21][CH2:35][C:34]4[C:37]([CH3:39])=[CH:38][C:31]([O:30][CH2:26][C:27]#[C:28][CH3:29])=[C:32]([CH3:41])[C:33]=4[CH3:40])=[O:20])[C:10]=3[O:11][C:7]2=[CH:6][C:5]=1[OH:25])(=[O:3])[CH3:2]. The catalyst class is: 10. (5) Reactant: [NH2:1][C:2]1[N:7]=[C:6]([NH:8][C@@H:9]2[CH2:13][C@H:12]([CH2:14][OH:15])[CH:11]=[CH:10]2)[C:5]([NH:16][CH:17]=O)=[C:4]([Cl:19])[N:3]=1.C(OC(OCC)OCC)C.[ClH:30]. The catalyst class is: 273. Product: [ClH:19].[NH2:1][C:2]1[N:7]=[C:6]2[C:5]([N:16]=[C:17]([Cl:30])[N:8]2[C@@H:9]2[CH2:13][C@H:12]([CH2:14][OH:15])[CH:11]=[CH:10]2)=[CH:4][N:3]=1. (6) Reactant: Cl[Sn]Cl.[N+:4]([C:7]1[CH:12]=[CH:11][C:10]([C:13]2[S:14][C:15]3[CH:21]=[C:20]([O:22][CH3:23])[CH:19]=[CH:18][C:16]=3[N:17]=2)=[CH:9][CH:8]=1)([O-])=O. Product: [NH2:4][C:7]1[CH:8]=[CH:9][C:10]([C:13]2[S:14][C:15]3[CH:21]=[C:20]([O:22][CH3:23])[CH:19]=[CH:18][C:16]=3[N:17]=2)=[CH:11][CH:12]=1. The catalyst class is: 8.